The task is: Regression. Given a peptide amino acid sequence and an MHC pseudo amino acid sequence, predict their binding affinity value. This is MHC class I binding data.. This data is from Peptide-MHC class I binding affinity with 185,985 pairs from IEDB/IMGT. (1) The peptide sequence is AVLQSGFRK. The MHC is HLA-A11:01 with pseudo-sequence HLA-A11:01. The binding affinity (normalized) is 0.733. (2) The peptide sequence is RECYAQRFYL. The MHC is HLA-B40:01 with pseudo-sequence HLA-B40:01. The binding affinity (normalized) is 0.153. (3) The binding affinity (normalized) is 0.319. The peptide sequence is TRREVHIYY. The MHC is HLA-B15:01 with pseudo-sequence HLA-B15:01. (4) The peptide sequence is VPKIFIDNI. The MHC is HLA-B51:01 with pseudo-sequence HLA-B51:01. The binding affinity (normalized) is 0.588. (5) The peptide sequence is SYLNVSDFR. The MHC is HLA-A29:02 with pseudo-sequence HLA-A29:02. The binding affinity (normalized) is 0.135. (6) The peptide sequence is FLKENGGL. The MHC is HLA-C06:02 with pseudo-sequence HLA-C06:02. The binding affinity (normalized) is 0. (7) The peptide sequence is AFSMPLGVV. The MHC is HLA-A02:01 with pseudo-sequence HLA-A02:01. The binding affinity (normalized) is 0.159. (8) The peptide sequence is AECPNTNRAW. The MHC is HLA-B44:03 with pseudo-sequence HLA-B44:03. The binding affinity (normalized) is 0.633. (9) The peptide sequence is QTAGPWHLGK. The MHC is HLA-A68:01 with pseudo-sequence HLA-A68:01. The binding affinity (normalized) is 0.899. (10) The peptide sequence is WWLQFRNSK. The MHC is Patr-A0401 with pseudo-sequence Patr-A0401. The binding affinity (normalized) is 0.854.